Task: Predict the reaction yield, written as a fraction of the theoretical maximum amount of product (1.0 means a 100% yield; for example, 0.34 means a 34% yield).. Dataset: Reaction yield outcomes from USPTO patents with 853,638 reactions (1) The reactants are [CH3:1][NH2:2].[CH2:3]([O:7][C:8]1[C:15]([O:16][CH3:17])=[CH:14][CH:13]=[CH:12][C:9]=1[CH:10]=O)[CH:4]([CH3:6])[CH3:5].[BH4-].[Na+]. The catalyst is CO. The product is [CH2:3]([O:7][C:8]1[C:15]([O:16][CH3:17])=[CH:14][CH:13]=[CH:12][C:9]=1[CH2:10][CH2:1][NH2:2])[CH:4]([CH3:6])[CH3:5]. The yield is 0.910. (2) The reactants are [CH3:1][O:2][C:3]1[CH:4]=[C:5]2[C:10](=[CH:11][C:12]=1[OH:13])[N:9]=[CH:8][CH:7]=[C:6]2[O:14][C:15]1[C:16]([CH3:25])=[N:17][C:18]2[C:23]([CH:24]=1)=[CH:22][CH:21]=[CH:20][CH:19]=2.C1(P(C2C=CC=CC=2)C2C=CC=CC=2)C=CC=CC=1.C(N=C=NN=NN=C=NCC)C.S(=O)(=O)(O)O.[OH-].[Na+].CC1(C)[O:70][CH2:69][CH:68]([CH2:71]O)[CH2:67][O:66]1. The catalyst is O1CCCC1. The product is [CH3:1][O:2][C:3]1[CH:4]=[C:5]2[C:10](=[CH:11][C:12]=1[O:13][CH2:71][CH:68]([CH2:69][OH:70])[CH2:67][OH:66])[N:9]=[CH:8][CH:7]=[C:6]2[O:14][C:15]1[C:16]([CH3:25])=[N:17][C:18]2[C:23]([CH:24]=1)=[CH:22][CH:21]=[CH:20][CH:19]=2. The yield is 0.450. (3) The reactants are CI.[Cl:3][C:4]1[NH:9][C:8](=[O:10])[C:7]([O:11][CH3:12])=[CH:6][N:5]=1.[C:13]([O-])([O-])=O.[Cs+].[Cs+].O. The catalyst is CN(C=O)C. The product is [Cl:3][C:4]1[N:9]([CH3:13])[C:8](=[O:10])[C:7]([O:11][CH3:12])=[CH:6][N:5]=1. The yield is 0.712. (4) The reactants are C[C:2]1[CH:10]=[CH:9][C:5]([C:6]([OH:8])=[O:7])=[C:4]([N:11]([S:13]([C:16]2[CH:21]=[CH:20][C:19](F)=[CH:18][CH:17]=2)(=[O:15])=[O:14])[CH3:12])[C:3]=1[CH3:23].[OH:24][CH2:25][CH2:26][CH2:27][NH:28][C:29]([C:31]1[O:32][C:33]2[CH:39]=[CH:38][CH:37]=[CH:36][C:34]=2[CH:35]=1)=[O:30]. No catalyst specified. The product is [O:32]1[C:33]2[CH:39]=[CH:38][CH:37]=[CH:36][C:34]=2[CH:35]=[C:31]1[C:29]([NH:28][CH2:27][CH2:26][CH2:25][O:24][C:19]1[CH:18]=[CH:17][C:16]([S:13]([N:11]([CH3:12])[C:4]2[C:3]([CH3:23])=[CH:2][CH:10]=[CH:9][C:5]=2[C:6]([OH:8])=[O:7])(=[O:15])=[O:14])=[CH:21][CH:20]=1)=[O:30]. The yield is 0.530. (5) The reactants are [N:1]1[CH:6]=[CH:5][N:4]=[CH:3][C:2]=1[C:7]1[N:11]2[CH2:12][CH2:13][NH:14][CH2:15][C:10]2=[N:9][N:8]=1.C(N(CC)C(C)C)(C)C.[CH3:25][Si:26]([CH3:41])([CH3:40])[CH2:27][CH2:28][O:29][C:30](ON1C(=O)CCC1=O)=[O:31]. The catalyst is CN(C=O)C. The product is [N:1]1[CH:6]=[CH:5][N:4]=[CH:3][C:2]=1[C:7]1[N:11]2[CH2:12][CH2:13][N:14]([C:30]([O:29][CH2:28][CH2:27][Si:26]([CH3:41])([CH3:40])[CH3:25])=[O:31])[CH2:15][C:10]2=[N:9][N:8]=1. The yield is 0.890. (6) The reactants are [Cl-].O[NH3+:3].[C:4](=[O:7])([O-])[OH:5].[Na+].CS(C)=O.[CH2:13]([C:15]1[N:16]=[C:17]([CH2:48][CH2:49][CH3:50])[N:18]([CH2:33][C:34]2[CH:39]=[CH:38][C:37]([C:40]3[C:41]([C:46]#[N:47])=[CH:42][CH:43]=[CH:44][CH:45]=3)=[CH:36][CH:35]=2)[C:19](=[O:32])[C:20]=1[C:21]1[CH:26]=[CH:25][C:24]([O:27][C:28]([F:31])([F:30])[F:29])=[CH:23][CH:22]=1)[CH3:14]. The product is [CH2:13]([C:15]1[N:16]=[C:17]([CH2:48][CH2:49][CH3:50])[N:18]([CH2:33][C:34]2[CH:39]=[CH:38][C:37]([C:40]3[CH:45]=[CH:44][CH:43]=[CH:42][C:41]=3[C:46]3[NH:3][C:4](=[O:7])[O:5][N:47]=3)=[CH:36][CH:35]=2)[C:19](=[O:32])[C:20]=1[C:21]1[CH:22]=[CH:23][C:24]([O:27][C:28]([F:30])([F:29])[F:31])=[CH:25][CH:26]=1)[CH3:14]. The yield is 0.620. The catalyst is O. (7) The reactants are C1(S([N:10]2[C:14]3[N:15]=[CH:16][N:17]=[C:18]([Cl:19])[C:13]=3[CH:12]=[C:11]2[C:20]2[CH:25]=[CH:24][CH:23]=[CH:22][CH:21]=2)(=O)=O)C=CC=CC=1.CO.[OH-].[Na+]. The catalyst is C1COCC1. The product is [Cl:19][C:18]1[C:13]2[CH:12]=[C:11]([C:20]3[CH:25]=[CH:24][CH:23]=[CH:22][CH:21]=3)[NH:10][C:14]=2[N:15]=[CH:16][N:17]=1. The yield is 0.760. (8) The reactants are [OH:1][C:2]1[CH:11]=[CH:10][C:5]([C:6]([NH:8][NH2:9])=[O:7])=[CH:4][CH:3]=1.[F:12][C:13]([F:23])([F:22])[C:14]1[CH:21]=[CH:20][C:17]([CH:18]=O)=[CH:16][CH:15]=1. The catalyst is C(O)(=O)C.CCO. The product is [F:12][C:13]([F:22])([F:23])[C:14]1[CH:21]=[CH:20][C:17]([CH:18]=[N:9][NH:8][C:6](=[O:7])[C:5]2[CH:10]=[CH:11][C:2]([OH:1])=[CH:3][CH:4]=2)=[CH:16][CH:15]=1. The yield is 0.940. (9) The reactants are [CH2:1]([S:8][C:9]1[CH:10]=[CH:11][C:12](Br)=[C:13]([CH:16]=1)[CH:14]=[O:15])[C:2]1[CH:7]=[CH:6][CH:5]=[CH:4][CH:3]=1.O.O.O.[F-].[CH2:22]([N+](CCCC)(CCCC)CCCC)[CH2:23][CH2:24]C.C1COCC1.C[Si](C)(C)C#CC. The catalyst is C1C=CC([P]([Pd]([P](C2C=CC=CC=2)(C2C=CC=CC=2)C2C=CC=CC=2)([P](C2C=CC=CC=2)(C2C=CC=CC=2)C2C=CC=CC=2)[P](C2C=CC=CC=2)(C2C=CC=CC=2)C2C=CC=CC=2)(C2C=CC=CC=2)C2C=CC=CC=2)=CC=1.[Cu]I.CCOC(C)=O.CCCCCCC. The product is [CH2:1]([S:8][C:9]1[CH:10]=[CH:11][C:12]([C:22]#[C:23][CH3:24])=[C:13]([CH:16]=1)[CH:14]=[O:15])[C:2]1[CH:7]=[CH:6][CH:5]=[CH:4][CH:3]=1. The yield is 0.890. (10) The reactants are C[Si]([N-][Si](C)(C)C)(C)C.[Na+].[CH2:11]([C@H:18]1[CH2:22][O:21][C:20](=[O:23])[N:19]1[C:24](=[O:29])[CH2:25][CH:26]1[CH2:28][CH2:27]1)[C:12]1[CH:17]=[CH:16][CH:15]=[CH:14][CH:13]=1.C1(S(N2C(C3C=CC=CC=3)O2)(=O)=[O:37])C=CC=CC=1.C(O)(=O)C. The catalyst is O1CCCC1. The product is [CH2:11]([C@H:18]1[CH2:22][O:21][C:20](=[O:23])[N:19]1[C:24](=[O:29])[C@H:25]([CH:26]1[CH2:27][CH2:28]1)[OH:37])[C:12]1[CH:13]=[CH:14][CH:15]=[CH:16][CH:17]=1. The yield is 0.810.